Predict the product of the given reaction. From a dataset of Forward reaction prediction with 1.9M reactions from USPTO patents (1976-2016). (1) Given the reactants [Cl:1][C:2]1[C:3]([C:16]2[C:24]3[C:19](=[CH:20][CH:21]=[CH:22][CH:23]=3)[NH:18][N:17]=2)=[N:4][C:5]([NH:8][C@@H:9]2[CH2:14][CH2:13][CH2:12][C@H:11]([NH2:15])[CH2:10]2)=[N:6][CH:7]=1.[C:25]([O:29][C:30]([NH:32][C:33]1[CH:41]=[CH:40][C:36]([C:37](O)=[O:38])=[CH:35][CH:34]=1)=[O:31])([CH3:28])([CH3:27])[CH3:26].CN(C(ON1N=NC2C=CC=NC1=2)=[N+](C)C)C.F[P-](F)(F)(F)(F)F.CCN(C(C)C)C(C)C, predict the reaction product. The product is: [Cl:1][C:2]1[C:3]([C:16]2[C:24]3[C:19](=[CH:20][CH:21]=[CH:22][CH:23]=3)[NH:18][N:17]=2)=[N:4][C:5]([NH:8][C@@H:9]2[CH2:14][CH2:13][CH2:12][C@H:11]([NH:15][C:37]([C:36]3[CH:35]=[CH:34][C:33]([NH:32][C:30](=[O:31])[O:29][C:25]([CH3:27])([CH3:26])[CH3:28])=[CH:41][CH:40]=3)=[O:38])[CH2:10]2)=[N:6][CH:7]=1. (2) Given the reactants C(OC([N:8]1[CH2:13][CH2:12][CH:11]([CH2:14][N:15]([C:28]2[CH:33]=[CH:32][N:31]=[C:30]([NH:34][CH:35]([CH3:37])[CH3:36])[N:29]=2)[C:16]([C:18]2[CH:27]=[CH:26][C:25]3[C:20](=[CH:21][CH:22]=[CH:23][CH:24]=3)[CH:19]=2)=[O:17])[CH2:10][CH2:9]1)=O)(C)(C)C.C(O)(C(F)(F)F)=O, predict the reaction product. The product is: [CH:35]([NH:34][C:30]1[N:29]=[C:28]([N:15]([CH2:14][CH:11]2[CH2:10][CH2:9][NH:8][CH2:13][CH2:12]2)[C:16]([C:18]2[CH:27]=[CH:26][C:25]3[C:20](=[CH:21][CH:22]=[CH:23][CH:24]=3)[CH:19]=2)=[O:17])[CH:33]=[CH:32][N:31]=1)([CH3:37])[CH3:36]. (3) Given the reactants [ClH:1].C([O:6][C:7](=[O:27])[C@H:8]([CH2:17][CH2:18][CH2:19][NH:20]C(=N)OC(C)C)[NH:9]C(OC(C)(C)C)=O)(C)(C)C.Cl, predict the reaction product. The product is: [ClH:1].[ClH:1].[NH2:9][C@H:8]([C:7]([OH:27])=[O:6])[CH2:17][CH2:18][CH2:19][NH2:20]. (4) Given the reactants [Cl:1][C:2]1[CH:3]=[C:4]([NH:9][CH:10]([CH2:13][CH3:14])[CH2:11][CH3:12])[C:5]([NH2:8])=[N:6][CH:7]=1.C1N=CN([C:20](N2C=NC=C2)=[O:21])C=1, predict the reaction product. The product is: [Cl:1][C:2]1[CH:3]=[C:4]2[N:9]([CH:10]([CH2:13][CH3:14])[CH2:11][CH3:12])[C:20]([OH:21])=[N:8][C:5]2=[N:6][CH:7]=1. (5) The product is: [C:1]([O:5][C:6]1[CH:11]=[C:10]([Cl:12])[C:9]([O:13][C:14]2[CH:19]=[CH:18][C:17]([NH:20][C:24](=[O:28])[CH:25]([CH3:27])[CH3:26])=[CH:16][CH:15]=2)=[C:8]([Cl:21])[C:7]=1[CH2:22][CH3:23])(=[O:4])[CH2:2][CH3:3]. Given the reactants [C:1]([O:5][C:6]1[CH:11]=[C:10]([Cl:12])[C:9]([O:13][C:14]2[CH:19]=[CH:18][C:17]([NH2:20])=[CH:16][CH:15]=2)=[C:8]([Cl:21])[C:7]=1[CH2:22][CH3:23])(=[O:4])[CH2:2][CH3:3].[C:24](Cl)(=[O:28])[CH:25]([CH3:27])[CH3:26], predict the reaction product.